From a dataset of Full USPTO retrosynthesis dataset with 1.9M reactions from patents (1976-2016). Predict the reactants needed to synthesize the given product. Given the product [Br:1][C:2]1[CH:9]=[CH:8][C:7]([CH2:10][C:12]#[N:13])=[CH:6][C:3]=1[C:4]#[N:5], predict the reactants needed to synthesize it. The reactants are: [Br:1][C:2]1[CH:9]=[CH:8][C:7]([CH2:10]Cl)=[CH:6][C:3]=1[C:4]#[N:5].[C-:12]#[N:13].[Na+].